This data is from TCR-epitope binding with 47,182 pairs between 192 epitopes and 23,139 TCRs. The task is: Binary Classification. Given a T-cell receptor sequence (or CDR3 region) and an epitope sequence, predict whether binding occurs between them. (1) The epitope is KMQRMLLEK. The TCR CDR3 sequence is CASSTPSRGIQPQHF. Result: 0 (the TCR does not bind to the epitope). (2) The epitope is NLNESLIDL. The TCR CDR3 sequence is CASSQEGGGEGQPQHF. Result: 0 (the TCR does not bind to the epitope). (3) The epitope is KAYNVTQAF. The TCR CDR3 sequence is CASSLIGLAGEAPGELFF. Result: 1 (the TCR binds to the epitope). (4) The epitope is AYILFTRFFYV. The TCR CDR3 sequence is CSVVDVNQEYYEQYF. Result: 1 (the TCR binds to the epitope). (5) The epitope is KAYNVTQAF. The TCR CDR3 sequence is CASSLDGLGSSPLHF. Result: 1 (the TCR binds to the epitope). (6) Result: 1 (the TCR binds to the epitope). The epitope is YIFFASFYY. The TCR CDR3 sequence is CASSSLSDNEQFF.